This data is from Reaction yield outcomes from USPTO patents with 853,638 reactions. The task is: Predict the reaction yield, written as a fraction of the theoretical maximum amount of product (1.0 means a 100% yield; for example, 0.34 means a 34% yield). (1) The reactants are [CH3:1][N:2]([C:11]1[CH:12]=[C:13]([C:17]2[CH:22]=[CH:21][C:20](/[CH:23]=[CH:24]/[C:25]([O:27][CH3:28])=[O:26])=[CH:19][C:18]=2[N+:29]([O-])=O)[CH:14]=[CH:15][CH:16]=1)[C:3]([NH:5][CH2:6][CH2:7][CH2:8][CH2:9][CH3:10])=[O:4]. The catalyst is CO.[Pd]. The product is [NH2:29][C:18]1[CH:19]=[C:20]([CH2:23][CH2:24][C:25]([O:27][CH3:28])=[O:26])[CH:21]=[CH:22][C:17]=1[C:13]1[CH:14]=[CH:15][CH:16]=[C:11]([N:2]([CH3:1])[C:3]([NH:5][CH2:6][CH2:7][CH2:8][CH2:9][CH3:10])=[O:4])[CH:12]=1. The yield is 0.950. (2) The reactants are [CH3:1][O:2][C:3]1[CH:4]=[C:5]2[C:10](=[CH:11][C:12]=1[O:13][CH3:14])[N:9]=[CH:8][CH:7]=[C:6]2[O:15][C:16]1[CH:22]=[CH:21][C:19]([NH2:20])=[C:18]([O:23][CH3:24])[CH:17]=1.C(N(CC)CC)C.ClC(Cl)(O[C:36](=[O:42])OC(Cl)(Cl)Cl)Cl.[CH3:44][C:45]1[N:46]=[C:47]([CH:51]([NH2:53])[CH3:52])[S:48][C:49]=1[CH3:50]. The catalyst is C(Cl)(Cl)Cl. The product is [CH3:1][O:2][C:3]1[CH:4]=[C:5]2[C:10](=[CH:11][C:12]=1[O:13][CH3:14])[N:9]=[CH:8][CH:7]=[C:6]2[O:15][C:16]1[CH:22]=[CH:21][C:19]([NH:20][C:36]([NH:53][CH:51]([C:47]2[S:48][C:49]([CH3:50])=[C:45]([CH3:44])[N:46]=2)[CH3:52])=[O:42])=[C:18]([O:23][CH3:24])[CH:17]=1. The yield is 1.00. (3) The reactants are [CH3:1][O:2][C:3]1[CH:8]=[CH:7][C:6]([C:9]2[CH:10]=[N:11][CH:12]=[C:13]3[C:18]=2[N:17]=[C:16]([C:19](O)=[O:20])[CH:15]=[CH:14]3)=[CH:5][CH:4]=1.C(N(CC)C(C)C)(C)C.F[P-](F)(F)(F)(F)F.N1(OC(N(C)C)=[N+](C)C)C2N=CC=CC=2N=N1.[CH3:55][C:56]1[CH:60]=[C:59]([CH3:61])[N:58]([CH2:62][CH2:63][CH2:64][NH2:65])[N:57]=1. The catalyst is CN(C)C=O. The product is [CH3:55][C:56]1[CH:60]=[C:59]([CH3:61])[N:58]([CH2:62][CH2:63][CH2:64][NH:65][C:19]([C:16]2[CH:15]=[CH:14][C:13]3[C:18](=[C:9]([C:6]4[CH:7]=[CH:8][C:3]([O:2][CH3:1])=[CH:4][CH:5]=4)[CH:10]=[N:11][CH:12]=3)[N:17]=2)=[O:20])[N:57]=1. The yield is 0.140.